This data is from Catalyst prediction with 721,799 reactions and 888 catalyst types from USPTO. The task is: Predict which catalyst facilitates the given reaction. Reactant: O.Cl.[NH2:3][C@@H:4]([C:7]([OH:9])=[O:8])[CH2:5][SH:6].[OH:10][C:11]1[CH:18]=[C:17]([OH:19])[CH:16]=[CH:15][C:12]=1[C:13]#N.P([O-])([O-])([O-])=O.C([O-])(O)=O.[Na+]. Product: [OH:10][C:11]1[CH:18]=[C:17]([OH:19])[CH:16]=[CH:15][C:12]=1[C:13]1[S:6][CH2:5][C@H:4]([C:7]([OH:9])=[O:8])[N:3]=1. The catalyst class is: 5.